This data is from Forward reaction prediction with 1.9M reactions from USPTO patents (1976-2016). The task is: Predict the product of the given reaction. The product is: [Br:8][C:6]1[CH:5]=[CH:4][C:3]2[O:9][C:16]([CH:13]3[CH2:14][CH2:15][NH:10][CH2:11][CH2:12]3)=[N:1][C:2]=2[CH:7]=1. Given the reactants [NH2:1][C:2]1[CH:7]=[C:6]([Br:8])[CH:5]=[CH:4][C:3]=1[OH:9].[NH:10]1[CH2:15][CH2:14][CH:13]([C:16](O)=O)[CH2:12][CH2:11]1.[OH-].[Na+].CCOC(C)=O.O, predict the reaction product.